This data is from NCI-60 drug combinations with 297,098 pairs across 59 cell lines. The task is: Regression. Given two drug SMILES strings and cell line genomic features, predict the synergy score measuring deviation from expected non-interaction effect. (1) Drug 1: C1=C(C(=O)NC(=O)N1)F. Drug 2: CN1C2=C(C=C(C=C2)N(CCCl)CCCl)N=C1CCCC(=O)O.Cl. Cell line: NCI-H226. Synergy scores: CSS=20.8, Synergy_ZIP=3.18, Synergy_Bliss=6.21, Synergy_Loewe=5.83, Synergy_HSA=7.48. (2) Drug 1: CCC1=CC2CC(C3=C(CN(C2)C1)C4=CC=CC=C4N3)(C5=C(C=C6C(=C5)C78CCN9C7C(C=CC9)(C(C(C8N6C)(C(=O)OC)O)OC(=O)C)CC)OC)C(=O)OC.C(C(C(=O)O)O)(C(=O)O)O. Drug 2: CN(CCCl)CCCl.Cl. Cell line: MOLT-4. Synergy scores: CSS=75.2, Synergy_ZIP=-2.89, Synergy_Bliss=-2.58, Synergy_Loewe=-9.12, Synergy_HSA=-1.98. (3) Drug 1: CN1CCC(CC1)COC2=C(C=C3C(=C2)N=CN=C3NC4=C(C=C(C=C4)Br)F)OC. Drug 2: C1CCC(CC1)NC(=O)N(CCCl)N=O. Cell line: HOP-62. Synergy scores: CSS=21.0, Synergy_ZIP=9.66, Synergy_Bliss=8.76, Synergy_Loewe=4.68, Synergy_HSA=6.31. (4) Drug 1: CC1=CC2C(CCC3(C2CCC3(C(=O)C)OC(=O)C)C)C4(C1=CC(=O)CC4)C. Drug 2: CC1=C(C=C(C=C1)NC(=O)C2=CC=C(C=C2)CN3CCN(CC3)C)NC4=NC=CC(=N4)C5=CN=CC=C5. Cell line: RPMI-8226. Synergy scores: CSS=6.80, Synergy_ZIP=-1.60, Synergy_Bliss=-3.30, Synergy_Loewe=-0.311, Synergy_HSA=-1.47. (5) Drug 1: CN(C)N=NC1=C(NC=N1)C(=O)N. Drug 2: CC(C1=C(C=CC(=C1Cl)F)Cl)OC2=C(N=CC(=C2)C3=CN(N=C3)C4CCNCC4)N. Cell line: SF-295. Synergy scores: CSS=35.0, Synergy_ZIP=9.74, Synergy_Bliss=16.5, Synergy_Loewe=17.4, Synergy_HSA=18.6. (6) Drug 1: C1=NC2=C(N1)C(=S)N=CN2. Drug 2: CC1=C(C(=O)C2=C(C1=O)N3CC4C(C3(C2COC(=O)N)OC)N4)N. Cell line: HCT-15. Synergy scores: CSS=22.4, Synergy_ZIP=-12.3, Synergy_Bliss=-5.20, Synergy_Loewe=-8.66, Synergy_HSA=-3.71. (7) Drug 1: CC1C(C(=O)NC(C(=O)N2CCCC2C(=O)N(CC(=O)N(C(C(=O)O1)C(C)C)C)C)C(C)C)NC(=O)C3=C4C(=C(C=C3)C)OC5=C(C(=O)C(=C(C5=N4)C(=O)NC6C(OC(=O)C(N(C(=O)CN(C(=O)C7CCCN7C(=O)C(NC6=O)C(C)C)C)C)C(C)C)C)N)C. Drug 2: CCC1=C2CN3C(=CC4=C(C3=O)COC(=O)C4(CC)O)C2=NC5=C1C=C(C=C5)O. Cell line: OVCAR-8. Synergy scores: CSS=22.7, Synergy_ZIP=0.705, Synergy_Bliss=8.36, Synergy_Loewe=-19.9, Synergy_HSA=-2.53.